From a dataset of Reaction yield outcomes from USPTO patents with 853,638 reactions. Predict the reaction yield, written as a fraction of the theoretical maximum amount of product (1.0 means a 100% yield; for example, 0.34 means a 34% yield). (1) The reactants are Br[C:2]1[CH:3]=[C:4]([N+:21]([O-:23])=[O:22])[C:5]2[N:9]=[C:8]([CH3:10])[N:7]([CH2:11][C:12]3[CH:17]=[CH:16][CH:15]=[C:14]([Cl:18])[C:13]=3[Cl:19])[C:6]=2[CH:20]=1.[NH:24]1[CH2:29][CH2:28][O:27][CH2:26][CH2:25]1.C([O-])([O-])=O.[Cs+].[Cs+].CC(C1C=C(C(C)C)C(C2C=CC=CC=2P(C2CCCCC2)C2CCCCC2)=C(C(C)C)C=1)C. The catalyst is O1CCOCC1.C1C=CC(/C=C/C(/C=C/C2C=CC=CC=2)=O)=CC=1.C1C=CC(/C=C/C(/C=C/C2C=CC=CC=2)=O)=CC=1.C1C=CC(/C=C/C(/C=C/C2C=CC=CC=2)=O)=CC=1.[Pd].[Pd]. The product is [Cl:19][C:13]1[C:14]([Cl:18])=[CH:15][CH:16]=[CH:17][C:12]=1[CH2:11][N:7]1[C:6]2[CH:20]=[C:2]([N:24]3[CH2:29][CH2:28][O:27][CH2:26][CH2:25]3)[CH:3]=[C:4]([N+:21]([O-:23])=[O:22])[C:5]=2[N:9]=[C:8]1[CH3:10]. The yield is 0.480. (2) The reactants are Br[C:2]1[C:7](=[O:8])[N:6]([CH2:9][C:10]2[CH:15]=[CH:14][C:13]([C:16]3[C:17]([C:22]#[N:23])=[CH:18][CH:19]=[CH:20][CH:21]=3)=[CH:12][CH:11]=2)[C:5]([CH2:24][CH2:25][CH3:26])=[N:4][C:3]=1[CH2:27][CH3:28].[CH2:29]([C:31]1[CH:32]=[C:33]([OH:37])[CH:34]=[CH:35][CH:36]=1)[CH3:30].[OH-].[K+].CS(C)=O. The catalyst is C(OCC)(=O)C. The product is [CH2:27]([C:3]1[N:4]=[C:5]([CH2:24][CH2:25][CH3:26])[N:6]([CH2:9][C:10]2[CH:15]=[CH:14][C:13]([C:16]3[C:17]([C:22]#[N:23])=[CH:18][CH:19]=[CH:20][CH:21]=3)=[CH:12][CH:11]=2)[C:7](=[O:8])[C:2]=1[O:37][C:33]1[CH:34]=[CH:35][CH:36]=[C:31]([CH2:29][CH3:30])[CH:32]=1)[CH3:28]. The yield is 0.620. (3) The reactants are Br[C:2]1[CH:3]=[C:4]2[CH2:10][C:9]3([CH:15]4[CH2:16][CH2:17][N:12]([CH2:13][CH2:14]4)[CH2:11]3)[O:8][C:5]2=[N:6][CH:7]=1.C1(C)C=CC=CC=1P(C1C=CC=CC=1C)C1C=CC=CC=1C.[Cl-].[Li+].C([Sn](CCCC)(CCCC)[C:47]1[O:48][CH:49]=[CH:50][CH:51]=1)CCC. The catalyst is COCCOC.C(Cl)(Cl)Cl.CO. The product is [O:48]1[CH:49]=[CH:50][CH:51]=[C:47]1[C:2]1[CH:3]=[C:4]2[CH2:10][C:9]3([CH:15]4[CH2:16][CH2:17][N:12]([CH2:13][CH2:14]4)[CH2:11]3)[O:8][C:5]2=[N:6][CH:7]=1. The yield is 0.890. (4) The reactants are C(O[BH-](OC(=O)C)OC(=O)C)(=O)C.[Na+].[F:15][C:16]([F:27])([F:26])[O:17][C:18]1[CH:25]=[CH:24][C:21]([CH:22]=O)=[CH:20][CH:19]=1.[OH:28][CH:29]1[CH2:34][CH2:33][NH:32][CH2:31][CH2:30]1.C(=O)(O)[O-].[Na+]. The catalyst is C(#N)C. The product is [F:15][C:16]([F:27])([F:26])[O:17][C:18]1[CH:25]=[CH:24][C:21]([CH2:22][N:32]2[CH2:33][CH2:34][CH:29]([OH:28])[CH2:30][CH2:31]2)=[CH:20][CH:19]=1. The yield is 0.840. (5) The reactants are [CH:1](NC(C)C)(C)C.C([Li])CCC.[CH:13]1([C:16]2[O:20][N:19]=[C:18]([C:21]3[CH:26]=[CH:25][CH:24]=[CH:23][C:22]=3[O:27][C:28]([F:31])([F:30])[F:29])[C:17]=2[CH2:32][O:33][C:34]2[CH:39]=[CH:38][C:37]([C:40]3[CH:41]=[CH:42][C:43]4[C:47]([C:48]([OH:50])=[O:49])=[CH:46][S:45][C:44]=4[CH:51]=3)=[C:36]([CH3:52])[CH:35]=2)[CH2:15][CH2:14]1.CI.[Cl-].[NH4+]. The catalyst is C1COCC1.O.C(OCC)(=O)C. The product is [CH:13]1([C:16]2[O:20][N:19]=[C:18]([C:21]3[CH:26]=[CH:25][CH:24]=[CH:23][C:22]=3[O:27][C:28]([F:29])([F:30])[F:31])[C:17]=2[CH2:32][O:33][C:34]2[CH:39]=[CH:38][C:37]([C:40]3[CH:41]=[CH:42][C:43]4[C:47]([C:48]([OH:50])=[O:49])=[C:46]([CH3:1])[S:45][C:44]=4[CH:51]=3)=[C:36]([CH3:52])[CH:35]=2)[CH2:15][CH2:14]1. The yield is 0.210. (6) The reactants are I[C:2]1[CH:3]=[C:4]([CH2:8][CH2:9][N:10]2[CH2:15][CH2:14][N:13]([C:16]3[CH:25]=[CH:24][CH:23]=[C:22]4[C:17]=3[CH:18]=[CH:19][C:20]([CH3:26])=[N:21]4)[CH2:12][CH2:11]2)[CH:5]=[CH:6][CH:7]=1.[NH:27]1[C:31]2=[N:32][CH2:33][CH2:34][N:30]2[CH:29]=[N:28]1.P([O-])([O-])([O-])=O.[K+].[K+].[K+]. The catalyst is COCCOC.CO.C([O-])(=O)C.[Pd+2].C([O-])(=O)C. The product is [N:27]1[N:28]=[CH:29][N:30]2[CH2:34][CH2:33][N:32]([C:2]3[CH:3]=[C:4]([CH2:8][CH2:9][N:10]4[CH2:15][CH2:14][N:13]([C:16]5[CH:25]=[CH:24][CH:23]=[C:22]6[C:17]=5[CH:18]=[CH:19][C:20]([CH3:26])=[N:21]6)[CH2:12][CH2:11]4)[CH:5]=[CH:6][CH:7]=3)[C:31]=12. The yield is 0.260.